This data is from Full USPTO retrosynthesis dataset with 1.9M reactions from patents (1976-2016). The task is: Predict the reactants needed to synthesize the given product. (1) Given the product [ClH:16].[NH2:4][CH:5]([C:10]1[CH:15]=[CH:14][CH:13]=[CH:12][CH:11]=1)[CH2:6][C:7]([OH:9])=[O:8], predict the reactants needed to synthesize it. The reactants are: C([NH:4][CH:5]([C:10]1[CH:15]=[CH:14][CH:13]=[CH:12][CH:11]=1)[CH2:6][C:7]([OH:9])=[O:8])(=O)C.[ClH:16]. (2) Given the product [CH3:25][N:24]1[C:20]([N:12]2[CH2:13][CH:15]3[O:33][CH:18]([CH2:8][CH2:9]3)[CH2:16]2)=[C:21]([N+:26]([O-:28])=[O:27])[CH:22]=[N:23]1, predict the reactants needed to synthesize it. The reactants are: Cl.CCCCCC[CH2:8][CH3:9].CC[N:12]([CH:16]([CH3:18])C)[CH:13]([CH3:15])C.Cl[C:20]1[N:24]([CH3:25])[N:23]=[CH:22][C:21]=1[N+:26]([O-:28])=[O:27].[F-].[K+].CS(C)=[O:33]. (3) Given the product [F:17][C:4]1[CH:3]=[C:2]([C:24]2[CH:25]=[CH:26][C:21]([CH:18]([CH3:20])[CH3:19])=[CH:22][CH:23]=2)[C:10]2[N:9]3[CH2:11][CH2:12][NH:13][C:14](=[O:15])[C:8]3=[C:7]([CH3:16])[C:6]=2[CH:5]=1, predict the reactants needed to synthesize it. The reactants are: Br[C:2]1[C:10]2[N:9]3[CH2:11][CH2:12][NH:13][C:14](=[O:15])[C:8]3=[C:7]([CH3:16])[C:6]=2[CH:5]=[C:4]([F:17])[CH:3]=1.[CH:18]([C:21]1[CH:26]=[CH:25][C:24](B(O)O)=[CH:23][CH:22]=1)([CH3:20])[CH3:19].